Dataset: Full USPTO retrosynthesis dataset with 1.9M reactions from patents (1976-2016). Task: Predict the reactants needed to synthesize the given product. Given the product [CH3:9][O:10][C:11](=[O:24])[C:12]1[CH:17]=[CH:16][CH:15]=[C:14]([CH2:18][NH:19][C:26]([O:28][CH2:29][C:30]2[CH:35]=[CH:34][CH:33]=[CH:32][CH:31]=2)=[O:27])[C:13]=1[C:20]([O:22][CH3:23])=[O:21], predict the reactants needed to synthesize it. The reactants are: C(N(CC)CC)C.Cl.[CH3:9][O:10][C:11](=[O:24])[C:12]1[CH:17]=[CH:16][CH:15]=[C:14]([CH2:18][NH2:19])[C:13]=1[C:20]([O:22][CH3:23])=[O:21].Cl[C:26]([O:28][CH2:29][C:30]1[CH:35]=[CH:34][CH:33]=[CH:32][CH:31]=1)=[O:27].